From a dataset of Reaction yield outcomes from USPTO patents with 853,638 reactions. Predict the reaction yield, written as a fraction of the theoretical maximum amount of product (1.0 means a 100% yield; for example, 0.34 means a 34% yield). (1) The reactants are [CH:1]1([S:4]([NH:7][C@@H:8]2[CH2:12][N:11]([C:13]([NH:15][CH2:16][C:17]3[N:18]=[C:19]4[CH:25]=[CH:24][N:23]([S:26]([C:29]5[CH:35]=[CH:34][C:32]([CH3:33])=[CH:31][CH:30]=5)(=[O:28])=[O:27])[C:20]4=[N:21][CH:22]=3)=O)[C@H:10]([CH3:36])[CH2:9]2)(=[O:6])=[O:5])[CH2:3][CH2:2]1.O=P(Cl)(Cl)Cl.[OH-].[Na+]. No catalyst specified. The product is [CH3:36][C@H:10]1[N:11]([C:13]2[N:18]3[C:19]4[CH:25]=[CH:24][N:23]([S:26]([C:29]5[CH:35]=[CH:34][C:32]([CH3:33])=[CH:31][CH:30]=5)(=[O:28])=[O:27])[C:20]=4[N:21]=[CH:22][C:17]3=[CH:16][N:15]=2)[CH2:12][C@@H:8]([NH:7][S:4]([CH:1]2[CH2:3][CH2:2]2)(=[O:6])=[O:5])[CH2:9]1. The yield is 0.940. (2) The reactants are [Cl:1][C:2]1[CH:7]=[CH:6][CH:5]=[C:4]([Cl:8])[C:3]=1[C:9]1[C:14]2[O:15][C@@H:16]([CH2:19][OH:20])[CH2:17][O:18][C:13]=2[CH:12]=[C:11]([F:21])[CH:10]=1.[C:22]1([CH3:32])[CH:27]=[CH:26][C:25]([S:28](Cl)(=[O:30])=[O:29])=[CH:24][CH:23]=1.C(N(C(C)C)CC)(C)C. The catalyst is C(Cl)Cl.CN(C1C=CN=CC=1)C. The product is [Cl:8][C:4]1[CH:5]=[CH:6][CH:7]=[C:2]([Cl:1])[C:3]=1[C:9]1[C:14]2[O:15][C@@H:16]([CH2:19][O:20][S:28]([C:25]3[CH:26]=[CH:27][C:22]([CH3:32])=[CH:23][CH:24]=3)(=[O:30])=[O:29])[CH2:17][O:18][C:13]=2[CH:12]=[C:11]([F:21])[CH:10]=1. The yield is 0.880. (3) The reactants are [CH3:1][O:2][C:3]1[CH:8]=[CH:7][C:6]([C:9]2[N:10]=[C:11]([NH2:20])[S:12][C:13]=2[C:14]2[CH:15]=[N:16][CH:17]=[CH:18][CH:19]=2)=[CH:5][CH:4]=1.[ClH:21].CO. No catalyst specified. The product is [ClH:21].[CH3:1][O:2][C:3]1[CH:4]=[CH:5][C:6]([C:9]2[N:10]=[C:11]([NH2:20])[S:12][C:13]=2[C:14]2[CH:15]=[N:16][CH:17]=[CH:18][CH:19]=2)=[CH:7][CH:8]=1. The yield is 0.800. (4) The reactants are [Cl:1][C:2]1[C:11]([NH:12][S:13]([C:16]2[C:21]([F:22])=[CH:20][CH:19]=[CH:18][C:17]=2[F:23])(=[O:15])=[O:14])=[CH:10][CH:9]=[CH:8][C:3]=1[C:4]([O:6]C)=O.[Cl:24][C:25]1[N:30]=[C:29]([CH3:31])[CH:28]=[CH:27][N:26]=1. No catalyst specified. The product is [Cl:1][C:2]1[C:3](/[C:4](/[OH:6])=[CH:31]\[C:29]2[CH:28]=[CH:27][N:26]=[C:25]([Cl:24])[N:30]=2)=[CH:8][CH:9]=[CH:10][C:11]=1[NH:12][S:13]([C:16]1[C:21]([F:22])=[CH:20][CH:19]=[CH:18][C:17]=1[F:23])(=[O:15])=[O:14]. The yield is 0.735.